From a dataset of Retrosynthesis with 50K atom-mapped reactions and 10 reaction types from USPTO. Predict the reactants needed to synthesize the given product. (1) Given the product COCCCOc1cc(C(=O)N(C[C@@H]2CNC[C@H]2C(=O)NCc2ccccc2)C(C)C)ccc1OC, predict the reactants needed to synthesize it. The reactants are: COCCCOc1cc(C(=O)N(C[C@@H]2CN(C(=O)OC(C)(C)C)C[C@H]2C(=O)NCc2ccccc2)C(C)C)ccc1OC. (2) The reactants are: FC(F)(F)CI.N#Cc1ccccc1N1CCC(NCCNC(=O)N2C(=O)OC[C@@H]2c2ccc(F)c(F)c2)CC1. Given the product N#Cc1ccccc1N1CCC(N(CCNC(=O)N2C(=O)OC[C@@H]2c2ccc(F)c(F)c2)CC(F)(F)F)CC1, predict the reactants needed to synthesize it. (3) Given the product CC(=O)O, predict the reactants needed to synthesize it. The reactants are: N#Cc1ncccn1. (4) The reactants are: CC(C)(C)OC(=O)N1CCC[C@@H]1C(N)c1ccc(OCc2ccccc2)cc1.C[C@H](C(=O)O)c1ccccc1. Given the product C[C@H](C(=O)N[C@H](c1ccc(OCc2ccccc2)cc1)[C@H]1CCCN1C(=O)OC(C)(C)C)c1ccccc1, predict the reactants needed to synthesize it. (5) The reactants are: NC(=O)c1cc(Cl)ccn1.OCc1cccc(O)c1. Given the product NC(=O)c1cc(Oc2cccc(CO)c2)ccn1, predict the reactants needed to synthesize it.